This data is from Forward reaction prediction with 1.9M reactions from USPTO patents (1976-2016). The task is: Predict the product of the given reaction. (1) Given the reactants Cl[CH2:2][C:3]([C:5]1[CH:6]=[C:7]2[C:12](=[C:13]([O:16][CH3:17])[C:14]=1[OH:15])[O:11][C:10](=[O:18])[CH:9]=[CH:8]2)=O.C(=O)([O-])[O-].[Na+].[Na+].[BH4-].[Na+], predict the reaction product. The product is: [CH3:17][O:16][C:13]1[C:12]2[O:11][C:10]([CH:9]=[CH:8][C:7]=2[CH:6]=[C:5]2[CH:3]=[CH:2][O:15][C:14]=12)=[O:18]. (2) Given the reactants [OH:1][C:2]1[CH:11]=[C:10]2[C:5]([CH:6]=[CH:7][C:8]([C:12]#[N:13])=[CH:9]2)=[CH:4][CH:3]=1.[Cl:14]OC(C)(C)C, predict the reaction product. The product is: [Cl:14][C:11]1[C:2]([OH:1])=[CH:3][CH:4]=[C:5]2[C:10]=1[CH:9]=[C:8]([C:12]#[N:13])[CH:7]=[CH:6]2. (3) Given the reactants [CH3:1][C:2]1[C:3]([NH:9]C(C)(CC(C)(C)C)C)=[N:4][CH:5]=[C:6]([CH3:8])[CH:7]=1.FC(F)(F)C(O)=O, predict the reaction product. The product is: [CH3:1][C:2]1[C:3]([NH2:9])=[N:4][CH:5]=[C:6]([CH3:8])[CH:7]=1. (4) The product is: [Cl:26][C:24]1[CH:23]=[CH:22][C:4]2[N:5]([CH3:21])[C:6](=[O:20])[CH:7]([CH2:9][C:10]3[CH:19]=[CH:18][C:17]4[C:12](=[CH:13][CH:14]=[CH:15][CH:16]=4)[CH:11]=3)[N:8]=[C:2]([N:31]3[CH2:32][CH2:33][CH:28]([OH:27])[CH2:29][CH2:30]3)[C:3]=2[CH:25]=1. Given the reactants Cl[C:2]1[C:3]2[CH:25]=[C:24]([Cl:26])[CH:23]=[CH:22][C:4]=2[N:5]([CH3:21])[C:6](=[O:20])[CH:7]([CH2:9][C:10]2[CH:19]=[CH:18][C:17]3[C:12](=[CH:13][CH:14]=[CH:15][CH:16]=3)[CH:11]=2)[N:8]=1.[OH:27][CH:28]1[CH2:33][CH2:32][NH:31][CH2:30][CH2:29]1.C(=O)([O-])[O-].[Na+].[Na+], predict the reaction product.